Task: Predict the reactants needed to synthesize the given product.. Dataset: Full USPTO retrosynthesis dataset with 1.9M reactions from patents (1976-2016) (1) Given the product [NH:1]1[C:5]2[CH:6]=[CH:7][C:8]([CH2:10][NH:20][CH2:19][CH2:18][C:12]3[CH:17]=[CH:16][CH:15]=[CH:14][CH:13]=3)=[CH:9][C:4]=2[N:3]=[CH:2]1, predict the reactants needed to synthesize it. The reactants are: [N:1]1[C:5]2[CH:6]=[CH:7][C:8]([CH:10]=O)=[CH:9][C:4]=2[NH:3][CH:2]=1.[C:12]1([CH2:18][CH2:19][NH2:20])[CH:17]=[CH:16][CH:15]=[CH:14][CH:13]=1.[BH-](OC(C)=O)(OC(C)=O)OC(C)=O.[Na+].CC(O)=O. (2) Given the product [F:12][C:2]([F:1])([C:6]1[CH:11]=[CH:10][CH:9]=[CH:8][CH:7]=1)[C:3]([NH:13][CH2:14][CH2:15][CH2:16][N:17]1[CH2:22][CH2:21][CH:20]([C:23]2[CH:24]=[C:25]([NH:29][C:30](=[O:34])[CH:31]([CH3:32])[CH3:33])[CH:26]=[CH:27][CH:28]=2)[CH2:19][CH2:18]1)=[O:5], predict the reactants needed to synthesize it. The reactants are: [F:1][C:2]([F:12])([C:6]1[CH:11]=[CH:10][CH:9]=[CH:8][CH:7]=1)[C:3]([OH:5])=O.[NH2:13][CH2:14][CH2:15][CH2:16][N:17]1[CH2:22][CH2:21][CH:20]([C:23]2[CH:24]=[C:25]([NH:29][C:30](=[O:34])[CH:31]([CH3:33])[CH3:32])[CH:26]=[CH:27][CH:28]=2)[CH2:19][CH2:18]1. (3) Given the product [CH2:22]([O:21][C:19](=[O:20])[C:17]1[CH:18]=[C:13]([Cl:12])[C:14]([N:26]2[CH2:27][CH2:28][CH:29]([C:32](=[O:33])[NH:11][S:8]([CH2:7][C:1]3[CH:2]=[CH:3][CH:4]=[CH:5][CH:6]=3)(=[O:9])=[O:10])[CH2:30][CH2:31]2)=[N:15][C:16]=1[S:24][CH3:25])[CH3:23], predict the reactants needed to synthesize it. The reactants are: [C:1]1([CH2:7][S:8]([NH2:11])(=[O:10])=[O:9])[CH:6]=[CH:5][CH:4]=[CH:3][CH:2]=1.[Cl:12][C:13]1[C:14]([N:26]2[CH2:31][CH2:30][CH:29]([C:32](O)=[O:33])[CH2:28][CH2:27]2)=[N:15][C:16]([S:24][CH3:25])=[C:17]([C:19]([O:21][CH2:22][CH3:23])=[O:20])[CH:18]=1. (4) Given the product [Br:15][CH2:13][C:12]([C:3]1[CH:4]=[CH:5][CH:6]=[C:7]([C:8]([F:10])([F:11])[F:9])[C:2]=1[F:1])=[O:14], predict the reactants needed to synthesize it. The reactants are: [F:1][C:2]1[C:7]([C:8]([F:11])([F:10])[F:9])=[CH:6][CH:5]=[CH:4][C:3]=1[C:12](=[O:14])[CH3:13].[Br-:15].[Br-].[Br-].C1([N+](C)(C)C)C=CC=CC=1.C1([N+](C)(C)C)C=CC=CC=1.C1([N+](C)(C)C)C=CC=CC=1. (5) The reactants are: C1(P(C2C=CC=CC=2)C2C=CC=CC=2)C=CC=CC=1.CCOC(/N=N/C(OCC)=O)=O.[CH3:32][O:33][C:34](=[O:52])[C:35]([C:38]1[CH:43]=[CH:42][C:41]([O:44][CH2:45][C:46]2[CH:51]=[CH:50][CH:49]=[CH:48][CH:47]=2)=[CH:40][CH:39]=1)([OH:37])[CH3:36].[Cl:53][C:54]1[CH:59]=[CH:58][C:57](O)=[CH:56][CH:55]=1. Given the product [CH3:32][O:33][C:34](=[O:52])[C:35]([C:38]1[CH:43]=[CH:42][C:41]([O:44][CH2:45][C:46]2[CH:47]=[CH:48][CH:49]=[CH:50][CH:51]=2)=[CH:40][CH:39]=1)([O:37][C:57]1[CH:58]=[CH:59][C:54]([Cl:53])=[CH:55][CH:56]=1)[CH3:36], predict the reactants needed to synthesize it. (6) Given the product [N+:23]([C:20]1[CH:21]=[CH:22][C:17]([N:4]2[CH2:5][CH2:6][N:1]([C:7]([O:9][C:10]([CH3:13])([CH3:12])[CH3:11])=[O:8])[CH2:2][CH2:3]2)=[N:18][CH:19]=1)([O-:25])=[O:24], predict the reactants needed to synthesize it. The reactants are: [N:1]1([C:7]([O:9][C:10]([CH3:13])([CH3:12])[CH3:11])=[O:8])[CH2:6][CH2:5][NH:4][CH2:3][CH2:2]1.[H-].[Na+].Cl[C:17]1[CH:22]=[CH:21][C:20]([N+:23]([O-:25])=[O:24])=[CH:19][N:18]=1. (7) Given the product [CH2:41]([O:43][C:44]1[C:47](=[O:48])[C:46](=[O:51])[C:45]=1[NH:1][C:2]1[CH:3]=[C:4]([C:8]2[CH:9]=[CH:10][C:11]([O:14][CH2:15][C@@H:16]([C:37]([O:39][CH3:40])=[O:38])[NH:17][C:18]([C:19]3[CH:24]=[CH:23][CH:22]=[CH:21][CH:20]=3)([C:31]3[CH:32]=[CH:33][CH:34]=[CH:35][CH:36]=3)[C:25]3[CH:26]=[CH:27][CH:28]=[CH:29][CH:30]=3)=[CH:12][CH:13]=2)[CH:5]=[CH:6][CH:7]=1)[CH3:42], predict the reactants needed to synthesize it. The reactants are: [NH2:1][C:2]1[CH:3]=[C:4]([C:8]2[CH:13]=[CH:12][C:11]([O:14][CH2:15][C@@H:16]([C:37]([O:39][CH3:40])=[O:38])[NH:17][C:18]([C:31]3[CH:36]=[CH:35][CH:34]=[CH:33][CH:32]=3)([C:25]3[CH:30]=[CH:29][CH:28]=[CH:27][CH:26]=3)[C:19]3[CH:24]=[CH:23][CH:22]=[CH:21][CH:20]=3)=[CH:10][CH:9]=2)[CH:5]=[CH:6][CH:7]=1.[CH2:41]([O:43][C:44]1[C:45](=O)[C:46](=[O:51])[C:47]=1[O:48]CC)[CH3:42]. (8) Given the product [C:1]1([C:10]2[N:15]=[C:14]([O:16][CH3:17])[N:13]=[C:12]([O:18][CH3:19])[N:11]=2)[CH:6]=[CH:5][CH:4]=[CH:3][CH:2]=1, predict the reactants needed to synthesize it. The reactants are: [C:1]1([Mg]Br)[CH:6]=[CH:5][CH:4]=[CH:3][CH:2]=1.Cl[C:10]1[N:15]=[C:14]([O:16][CH3:17])[N:13]=[C:12]([O:18][CH3:19])[N:11]=1. (9) Given the product [CH2:9]([O:11][C:12](=[O:35])[C@@H:13]([CH2:20][C:21]1[C:22]([CH2:30][O:31][C:32](=[O:34])[CH3:33])=[C:23]2[C:24](=[C:25]([Cl:27])[CH:26]=1)[NH:28][N:1]=[CH:29]2)[CH2:14][C:15]([O:17][CH2:18][CH3:19])=[O:16])[CH3:10], predict the reactants needed to synthesize it. The reactants are: [N:1](OCCC(C)C)=O.[CH2:9]([O:11][C:12](=[O:35])[C@@H:13]([CH2:20][C:21]1[CH:26]=[C:25]([Cl:27])[C:24]([NH2:28])=[C:23]([CH3:29])[C:22]=1[CH2:30][O:31][C:32](=[O:34])[CH3:33])[CH2:14][C:15]([O:17][CH2:18][CH3:19])=[O:16])[CH3:10].C([O-])(=O)C.[K+]. (10) The reactants are: [CH3:1][C:2]1[N:10]=[CH:9][CH:8]=[CH:7][C:3]=1[C:4]([OH:6])=O.O=S(Cl)Cl.[NH2:15][C:16]1[CH:17]=[C:18]([C:23](C)(C)[C:24]([NH:26][CH:27]([C:34]2[CH:39]=[CH:38][C:37]([Cl:40])=[CH:36][C:35]=2[CH3:41])[C:28]2[CH:33]=[CH:32][CH:31]=[CH:30][CH:29]=2)=[O:25])[CH:19]=[CH:20][C:21]=1[OH:22].CCN(C(C)C)C(C)C. Given the product [Cl:40][C:37]1[CH:38]=[CH:39][C:34]([CH:27]([NH:26][C:24](=[O:25])[CH2:23][C:18]2[CH:19]=[CH:20][C:21]([OH:22])=[C:16]([NH:15][C:4](=[O:6])[C:3]3[CH:7]=[CH:8][CH:9]=[N:10][C:2]=3[CH3:1])[CH:17]=2)[C:28]2[CH:33]=[CH:32][CH:31]=[CH:30][CH:29]=2)=[C:35]([CH3:41])[CH:36]=1, predict the reactants needed to synthesize it.